This data is from Full USPTO retrosynthesis dataset with 1.9M reactions from patents (1976-2016). The task is: Predict the reactants needed to synthesize the given product. (1) Given the product [CH3:23][CH:19]1[CH2:20][CH2:21][CH2:22][N:18]1[C:14]1[N:13]=[C:12]([NH:11][C:4]2[C:5]3[N:6]([CH:8]=[CH:9][N:10]=3)[N:7]=[C:2]([C:29]3[CH:30]=[C:31]([OH:38])[CH:32]=[CH:33][CH:28]=3)[CH:3]=2)[CH:17]=[CH:16][CH:15]=1, predict the reactants needed to synthesize it. The reactants are: Cl[C:2]1[CH:3]=[C:4]([NH:11][C:12]2[CH:17]=[CH:16][CH:15]=[C:14]([N:18]3[CH2:22][CH2:21][CH2:20][CH:19]3[CH3:23])[N:13]=2)[C:5]2[N:6]([CH:8]=[CH:9][N:10]=2)[N:7]=1.C([C:28]1[CH:33]=[CH:32][C:31](B(O)O)=[CH:30][CH:29]=1)(C)(C)C.C([O-])([O-])=[O:38].[Na+].[Na+].CC(C1C=C(C(C)C)C(C2C=CC=CC=2P(C2CCCCC2)C2CCCCC2)=C(C(C)C)C=1)C. (2) Given the product [CH3:22][Si:21]([CH3:23])([CH3:24])[O:20][C:14]#[C:6][C:5]1([Si:4]([CH3:8])([CH3:7])[NH:3][Si:2]([CH3:1])([CH3:11])[CH:9]=[CH2:10])[CH2:29][CH2:30][CH2:25][CH2:26][CH2:27]1, predict the reactants needed to synthesize it. The reactants are: [CH3:1][Si:2]([CH3:11])([CH:9]=[CH2:10])[NH:3][Si:4]([CH3:8])([CH3:7])[CH:5]=[CH2:6].C([C:14]1([O:20][Si:21]([CH3:24])([CH3:23])[CH3:22])CCCCC1)#C.[C:25]1(C)[CH:30]=[CH:29]C=[CH:27][CH:26]=1. (3) Given the product [C:23]([CH2:24][N:25]([CH2:26][C:27]([OH:29])=[O:28])[C:17]([C:4]1[N:3]=[C:2]([Cl:1])[C:11]2[C:6]([C:5]=1[OH:16])=[CH:7][C:8]([O:12][CH:13]([CH3:14])[CH3:15])=[CH:9][CH:10]=2)=[O:19])([OH:32])=[O:22], predict the reactants needed to synthesize it. The reactants are: [Cl:1][C:2]1[C:11]2[C:6](=[CH:7][C:8]([O:12][CH:13]([CH3:15])[CH3:14])=[CH:9][CH:10]=2)[C:5]([OH:16])=[C:4]([C:17]([OH:19])=O)[N:3]=1.C([O:22][C:23](=[O:32])[CH2:24][NH:25][CH2:26][C:27]([O:29]CC)=[O:28])C. (4) Given the product [C:21]([O:20][C:18](=[O:19])[CH2:17][O:3][C@@H:4]1[CH2:8][CH2:7][N:6]([C:9]([O:11][C:12]([CH3:15])([CH3:14])[CH3:13])=[O:10])[CH2:5]1)([CH3:24])([CH3:23])[CH3:22], predict the reactants needed to synthesize it. The reactants are: [H-].[Na+].[OH:3][C@@H:4]1[CH2:8][CH2:7][N:6]([C:9]([O:11][C:12]([CH3:15])([CH3:14])[CH3:13])=[O:10])[CH2:5]1.Br[CH2:17][C:18]([O:20][C:21]([CH3:24])([CH3:23])[CH3:22])=[O:19]. (5) Given the product [C:2]([C:4]1[C:5]([CH3:20])=[CH:6][C:7]([F:19])=[C:8]([CH:18]=1)[C:9]([NH:11][CH:12]1[CH2:17][CH2:16][N:15]([CH2:33][CH2:32][C:23]2[C:22]([CH3:21])=[C:30]3[C:26](=[CH:25][CH:24]=2)[C:27](=[O:31])[O:28][CH2:29]3)[CH2:14][CH2:13]1)=[O:10])#[N:3], predict the reactants needed to synthesize it. The reactants are: Cl.[C:2]([C:4]1[C:5]([CH3:20])=[CH:6][C:7]([F:19])=[C:8]([CH:18]=1)[C:9]([NH:11][CH:12]1[CH2:17][CH2:16][NH:15][CH2:14][CH2:13]1)=[O:10])#[N:3].[CH3:21][C:22]1[C:30]2[CH2:29][O:28][C:27](=[O:31])[C:26]=2[CH:25]=[CH:24][C:23]=1[CH2:32][CH:33]=O.